From a dataset of Catalyst prediction with 721,799 reactions and 888 catalyst types from USPTO. Predict which catalyst facilitates the given reaction. (1) Reactant: [NH2:1][CH:2]1[CH2:7][CH2:6][CH:5]([C:8]([O:10][CH2:11][CH3:12])=[O:9])[CH:4]([CH3:13])[CH2:3]1.[Cl:14][C:15]1[CH:23]=[CH:22][C:21]([C:24]([F:27])([F:26])[F:25])=[CH:20][C:16]=1[C:17](Cl)=[O:18]. Product: [Cl:14][C:15]1[CH:23]=[CH:22][C:21]([C:24]([F:25])([F:26])[F:27])=[CH:20][C:16]=1[C:17]([NH:1][CH:2]1[CH2:7][CH2:6][CH:5]([C:8]([O:10][CH2:11][CH3:12])=[O:9])[CH:4]([CH3:13])[CH2:3]1)=[O:18]. The catalyst class is: 1. (2) Reactant: [Si]([O:8][CH2:9][C:10]1[N:14]([CH3:15])[C:13]2[S:16][C:17]([C:19]3[C:28]([CH2:29][CH3:30])=[CH:27][C:22]([C:23]([O:25][CH3:26])=[O:24])=[C:21]([O:31][CH3:32])[N:20]=3)=[CH:18][C:12]=2[CH:11]=1)(C(C)(C)C)(C)C.CCCC[N+](CCCC)(CCCC)CCCC.[F-]. Product: [CH2:29]([C:28]1[C:19]([C:17]2[S:16][C:13]3[N:14]([CH3:15])[C:10]([CH2:9][OH:8])=[CH:11][C:12]=3[CH:18]=2)=[N:20][C:21]([O:31][CH3:32])=[C:22]([CH:27]=1)[C:23]([O:25][CH3:26])=[O:24])[CH3:30]. The catalyst class is: 1. (3) Reactant: Cl[C:2]1[N:7]=[CH:6][N:5]=[C:4]([N:8]2[CH2:13][CH2:12][N:11]([C:14]([O:16][CH2:17][CH:18]([CH3:20])[CH3:19])=[O:15])[CH2:10][CH2:9]2)[CH:3]=1.CC1(C)C(C)(C)OB([C:29]2[CH:34]=[CH:33][CH:32]=[CH:31][C:30]=2[OH:35])O1.C([O-])([O-])=O.[K+].[K+].CC#N. Product: [OH:35][C:30]1[CH:31]=[CH:32][CH:33]=[CH:34][C:29]=1[C:2]1[N:7]=[CH:6][N:5]=[C:4]([N:8]2[CH2:13][CH2:12][N:11]([C:14]([O:16][CH2:17][CH:18]([CH3:20])[CH3:19])=[O:15])[CH2:10][CH2:9]2)[CH:3]=1. The catalyst class is: 103.